From a dataset of Reaction yield outcomes from USPTO patents with 853,638 reactions. Predict the reaction yield, written as a fraction of the theoretical maximum amount of product (1.0 means a 100% yield; for example, 0.34 means a 34% yield). The product is [Br:1][C:2]1[C:3]([CH3:10])=[N+:4]([O-:16])[CH:5]=[C:6]([F:9])[C:7]=1[CH3:8]. The catalyst is ClCCl. The yield is 0.930. The reactants are [Br:1][C:2]1[C:3]([CH3:10])=[N:4][CH:5]=[C:6]([F:9])[C:7]=1[CH3:8].ClC1C=C(C=CC=1)C(OO)=[O:16].